This data is from Catalyst prediction with 721,799 reactions and 888 catalyst types from USPTO. The task is: Predict which catalyst facilitates the given reaction. (1) Reactant: [CH:1]1([C:7]2[CH:8]=[C:9]([C:14]3[N:19]=[CH:18][C:17]([CH:20]=[O:21])=[CH:16][CH:15]=3)[CH:10]=[CH:11][C:12]=2[OH:13])[CH2:6][CH2:5][CH2:4][CH2:3][CH2:2]1.F[B-](F)(F)F.[O:27]=[N+:28]=[O:29]. Product: [CH:1]1([C:7]2[CH:8]=[C:9]([C:14]3[N:19]=[CH:18][C:17]([CH:20]=[O:21])=[CH:16][CH:15]=3)[CH:10]=[C:11]([N+:28]([O-:29])=[O:27])[C:12]=2[OH:13])[CH2:2][CH2:3][CH2:4][CH2:5][CH2:6]1. The catalyst class is: 4. (2) Reactant: C(O)(C(F)(F)F)=O.C(OC(=O)[N:14]([CH2:21][CH:22]1[C:31]2[C:26](=[C:27]([O:32][C:33]3[CH:38]=[CH:37][C:36]([C:39](=[O:41])[NH2:40])=[CH:35][N:34]=3)[CH:28]=[CH:29][CH:30]=2)[CH2:25][CH2:24][CH2:23]1)[CH2:15][CH2:16][CH2:17][CH:18]([CH3:20])[CH3:19])(C)(C)C. Product: [CH3:19][CH:18]([CH3:20])[CH2:17][CH2:16][CH2:15][NH:14][CH2:21][CH:22]1[CH2:23][CH2:24][CH2:25][C:26]2[C:27]([O:32][C:33]3[CH:38]=[CH:37][C:36]([C:39]([NH2:40])=[O:41])=[CH:35][N:34]=3)=[CH:28][CH:29]=[CH:30][C:31]1=2. The catalyst class is: 2. (3) Reactant: [C:1](Cl)(=[O:5])[C:2](Cl)=O.C(Cl)Cl.[CH2:10]([O:12][C:13]([C:15]1[NH:16][C:17]2[C:22](C=1)=[CH:21][C:20]([Br:24])=[CH:19][CH:18]=2)=[O:14])[CH3:11].C([O-])(O)=O.[Na+]. Product: [CH2:10]([O:12][C:13]([C:15]1[NH:16][C:17]2[C:18]([C:2]=1[CH:1]=[O:5])=[CH:19][C:20]([Br:24])=[CH:21][CH:22]=2)=[O:14])[CH3:11]. The catalyst class is: 3. (4) Reactant: [CH3:1][CH:2]1[C:7]([CH3:19])([C:8]2[CH:13]=[CH:12][CH:11]=[C:10]([C:14]3[N:15]=[N:16][NH:17][CH:18]=3)[CH:9]=2)[CH2:6][CH2:5][NH:4][CH2:3]1.Br[CH2:21][CH2:22][O:23][C:24]1[CH:29]=[CH:28][CH:27]=[CH:26][CH:25]=1.C(=O)([O-])O.[Na+]. Product: [CH3:1][CH:2]1[C:7]([CH3:19])([C:8]2[CH:13]=[CH:12][CH:11]=[C:10]([C:14]3[N:15]=[N:16][NH:17][CH:18]=3)[CH:9]=2)[CH2:6][CH2:5][N:4]([CH2:21][CH2:22][O:23][C:24]2[CH:29]=[CH:28][CH:27]=[CH:26][CH:25]=2)[CH2:3]1. The catalyst class is: 9. (5) Reactant: [NH2:1][C:2]1[C:3]([CH:9]=O)=[N:4][C:5]([Cl:8])=[CH:6][CH:7]=1.[NH2:11][C:12](N)=[O:13]. Product: [Cl:8][C:5]1[CH:6]=[CH:7][C:2]2[C:3]([N:4]=1)=[CH:9][NH:11][C:12](=[O:13])[N:1]=2. The catalyst class is: 6.